Dataset: Peptide-MHC class II binding affinity with 134,281 pairs from IEDB. Task: Regression. Given a peptide amino acid sequence and an MHC pseudo amino acid sequence, predict their binding affinity value. This is MHC class II binding data. (1) The peptide sequence is YDKFLANVSTVVTGK. The MHC is DRB1_0802 with pseudo-sequence DRB1_0802. The binding affinity (normalized) is 0.750. (2) The peptide sequence is EEGSRAYRNALSMMP. The MHC is DRB4_0103 with pseudo-sequence DRB4_0103. The binding affinity (normalized) is 0.384. (3) The peptide sequence is MERRFTSHLPVAQRG. The MHC is DRB1_0901 with pseudo-sequence DRB1_0901. The binding affinity (normalized) is 0.611. (4) The peptide sequence is GNTPIFKSGRGCGSC. The MHC is DRB1_1501 with pseudo-sequence DRB1_1501. The binding affinity (normalized) is 0.0583. (5) The peptide sequence is LNFTGPCKGDSVTIK. The MHC is DRB1_0802 with pseudo-sequence DRB1_0802. The binding affinity (normalized) is 0.